This data is from Catalyst prediction with 721,799 reactions and 888 catalyst types from USPTO. The task is: Predict which catalyst facilitates the given reaction. (1) Reactant: C(OC([N:8]1[CH2:13][CH2:12][N:11]([NH:14][C:15]([C:17]2[CH:18]=[N:19][C:20]([O:30][CH2:31][C:32]([F:35])([F:34])[F:33])=[C:21]([C:23]3[CH:28]=[CH:27][C:26]([Cl:29])=[CH:25][CH:24]=3)[CH:22]=2)=[O:16])[CH2:10][CH2:9]1)=O)(C)(C)C.[F:36][C:37]([F:42])([F:41])[C:38]([OH:40])=[O:39]. Product: [F:36][C:37]([F:42])([F:41])[C:38]([OH:40])=[O:39].[Cl:29][C:26]1[CH:27]=[CH:28][C:23]([C:21]2[CH:22]=[C:17]([C:15]([NH:14][N:11]3[CH2:10][CH2:9][NH:8][CH2:13][CH2:12]3)=[O:16])[CH:18]=[N:19][C:20]=2[O:30][CH2:31][C:32]([F:34])([F:33])[F:35])=[CH:24][CH:25]=1. The catalyst class is: 4. (2) Reactant: Cl.[I:2][C:3]1[CH:4]=[C:5]2[C:10](=[CH:11][CH:12]=1)[O:9][C@@H:8]([CH2:13][NH2:14])[CH2:7][CH2:6]2.[C:15]([O-:18])(O)=[O:16].[Na+].O(O[C:22]([C:24](C)([CH3:26])[CH3:25])=O)O[C:22]([C:24](C)([CH3:26])[CH3:25])=O. Product: [C:24]([O:18][C:15](=[O:16])[NH:14][CH2:13][C@H:8]1[CH2:7][CH2:6][C:5]2[C:10](=[CH:11][CH:12]=[C:3]([I:2])[CH:4]=2)[O:9]1)([CH3:26])([CH3:25])[CH3:22]. The catalyst class is: 20. (3) Reactant: [H-].[Na+].[Cl:3][C:4]1[C:12]2[NH:11][C:10]3[CH2:13][CH2:14][N:15]([C:18]([O:20][C:21]([CH3:24])([CH3:23])[CH3:22])=[O:19])[CH2:16][CH2:17][C:9]=3[C:8]=2[CH:7]=[CH:6][C:5]=1[Cl:25].Br[CH2:27][C:28]([O:30][CH2:31][CH3:32])=[O:29]. Product: [Cl:3][C:4]1[C:12]2[N:11]([CH2:27][C:28]([O:30][CH2:31][CH3:32])=[O:29])[C:10]3[CH2:13][CH2:14][N:15]([C:18]([O:20][C:21]([CH3:22])([CH3:24])[CH3:23])=[O:19])[CH2:16][CH2:17][C:9]=3[C:8]=2[CH:7]=[CH:6][C:5]=1[Cl:25]. The catalyst class is: 3. (4) Reactant: C([N:3]([CH2:6][CH3:7])CC)C.O=C1N(P(Cl)(N2CCOC2=O)=O)[CH2:12][CH2:11]O1.[CH3:23][O:24][C:25]1[CH:26]=[C:27]2[C:31](=[CH:32][CH:33]=1)[NH:30][CH:29]([C:34]([OH:36])=O)[CH2:28]2.[CH2:37]([O:44][C:45]([NH:47][C@H:48]([C:52]([OH:54])=O)[CH:49]([CH3:51])[CH3:50])=[O:46])[C:38]1[CH:43]=[CH:42][CH:41]=[CH:40][CH:39]=1. Product: [CH2:6]([NH:3][C:34]([CH:29]1[CH2:28][C:27]2[C:31](=[CH:32][CH:33]=[C:25]([O:24][CH3:23])[CH:26]=2)[N:30]1[C:52](=[O:54])[C@H:48]([CH:49]([CH3:50])[CH3:51])[NH:47][C:45]([O:44][CH2:37][C:38]1[CH:39]=[CH:40][CH:41]=[CH:42][CH:43]=1)=[O:46])=[O:36])[CH2:7][CH2:11][CH3:12]. The catalyst class is: 4. (5) Reactant: [C-:1]#[N:2].[C-]#N.[C-]#N.[C-]#N.[C-]#N.[C-]#N.[K+:13].[K+].[K+].[K+].[Fe+6:17].[OH-:18].[Na+].[Cl-].[Mg+2].[Cl-]. Product: [C-:1]#[N:2].[C-:1]#[N:2].[C-:1]#[N:2].[C-:1]#[N:2].[C-:1]#[N:2].[C-:1]#[N:2].[OH2:18].[OH2:18].[OH2:18].[K+:13].[K+:13].[K+:13].[K+:13].[Fe+2:17]. The catalyst class is: 6. (6) Reactant: C([O:3][C:4](=O)[CH:5]([NH2:17])[CH2:6][C:7]1[C:15]2[C:10](=[CH:11][CH:12]=[CH:13][C:14]=2[F:16])[NH:9][N:8]=1)C.[BH4-].[Li+]. The catalyst class is: 219. Product: [NH2:17][CH:5]([CH2:6][C:7]1[C:15]2[C:10](=[CH:11][CH:12]=[CH:13][C:14]=2[F:16])[NH:9][N:8]=1)[CH2:4][OH:3]. (7) Reactant: C(Cl)(=O)C(Cl)=O.CN(C=O)C.[Cl:12][C:13]1[CH:18]=[CH:17][C:16]([N:19]2[C:23]([CH3:24])=[C:22]([C:25]([OH:27])=O)[N:21]=[N:20]2)=[C:15]([CH:28]2[CH2:30][CH2:29]2)[CH:14]=1.[NH2:31][C:32]1[C:33](=[O:46])[N:34]([C:39]2[CH:44]=[CH:43][CH:42]=[CH:41][C:40]=2[F:45])[N:35]([CH3:38])[C:36]=1[CH3:37].C(N(CC)CC)C. Product: [Cl:12][C:13]1[CH:18]=[CH:17][C:16]([N:19]2[C:23]([CH3:24])=[C:22]([C:25]([NH:31][C:32]3[C:33](=[O:46])[N:34]([C:39]4[CH:44]=[CH:43][CH:42]=[CH:41][C:40]=4[F:45])[N:35]([CH3:38])[C:36]=3[CH3:37])=[O:27])[N:21]=[N:20]2)=[C:15]([CH:28]2[CH2:30][CH2:29]2)[CH:14]=1. The catalyst class is: 2.